From a dataset of Reaction yield outcomes from USPTO patents with 853,638 reactions. Predict the reaction yield, written as a fraction of the theoretical maximum amount of product (1.0 means a 100% yield; for example, 0.34 means a 34% yield). (1) The reactants are [C:1]([O:5][C:6]([N:8]1[CH2:12][CH2:11][CH2:10][C@@H:9]1[CH2:13][O:14][C:15]1[CH:20]=[CH:19][C:18]([OH:21])=[CH:17][CH:16]=1)=[O:7])([CH3:4])([CH3:3])[CH3:2].Cl[C:23]1[S:24][C:25]2[CH:31]=[CH:30][CH:29]=[CH:28][C:26]=2[N:27]=1. No catalyst specified. The product is [C:1]([O:5][C:6]([N:8]1[CH2:12][CH2:11][CH2:10][C@@H:9]1[CH2:13][O:14][C:15]1[CH:20]=[CH:19][C:18]([O:21][C:23]2[S:24][C:25]3[CH:31]=[CH:30][CH:29]=[CH:28][C:26]=3[N:27]=2)=[CH:17][CH:16]=1)=[O:7])([CH3:4])([CH3:2])[CH3:3]. The yield is 0.750. (2) The yield is 0.920. The product is [F:1][C:2]1[CH:8]=[C:7]([I:9])[CH:6]=[CH:5][C:3]=1[NH:4][C:10](=[O:12])[CH3:11]. The reactants are [F:1][C:2]1[CH:8]=[C:7]([I:9])[CH:6]=[CH:5][C:3]=1[NH2:4].[C:10](OC(=O)C)(=[O:12])[CH3:11]. The catalyst is O1CCCC1. (3) The reactants are C[O:2][C:3](=[O:32])[CH2:4][C:5]1[N:9]2[CH:10]=[C:11]([C:18]3[CH:22]=[CH:21][O:20][CH:19]=3)[CH:12]=[C:13]([C:14]([F:17])([F:16])[F:15])[C:8]2=[N:7][C:6]=1[C:23](=[O:31])[NH:24][CH2:25][C:26]1[S:27][CH:28]=[CH:29][CH:30]=1.O.[OH-].[Li+].Cl. The catalyst is C1COCC1.O. The product is [O:20]1[CH:21]=[CH:22][C:18]([C:11]2[CH:12]=[C:13]([C:14]([F:16])([F:17])[F:15])[C:8]3[N:9]([C:5]([CH2:4][C:3]([OH:32])=[O:2])=[C:6]([C:23](=[O:31])[NH:24][CH2:25][C:26]4[S:27][CH:28]=[CH:29][CH:30]=4)[N:7]=3)[CH:10]=2)=[CH:19]1. The yield is 0.340. (4) The reactants are C1(P(C2CCCCC2)C2CCCCC2)CCCCC1.Cl[C:21]1[N:26]=[CH:25][N:24]([C:27]2[CH:32]=[CH:31][C:30]([O:33][CH2:34][C:35]([OH:38])([CH3:37])[CH3:36])=[C:29]([O:39][CH3:40])[CH:28]=2)[C:23](=[O:41])[CH:22]=1.[C:42]1([CH:48]2[CH2:50][CH:49]2B(O)O)[CH:47]=[CH:46][CH:45]=[CH:44][CH:43]=1.P([O-])([O-])([O-])=O.[K+].[K+].[K+]. The catalyst is C1(C)C=CC=CC=1.C([O-])(=O)C.[Pd+2].C([O-])(=O)C.O. The product is [OH:38][C:35]([CH3:37])([CH3:36])[CH2:34][O:33][C:30]1[CH:31]=[CH:32][C:27]([N:24]2[C:23](=[O:41])[CH:22]=[C:21]([CH:49]3[CH2:50][CH:48]3[C:42]3[CH:47]=[CH:46][CH:45]=[CH:44][CH:43]=3)[N:26]=[CH:25]2)=[CH:28][C:29]=1[O:39][CH3:40]. The yield is 0.235. (5) The yield is 0.330. The reactants are [CH3:1][O:2][C:3]1[CH:27]=[C:26]([O:28][CH3:29])[CH:25]=[CH:24][C:4]=1[CH2:5][N:6]([C:19]1[S:23][N:22]=[CH:21][N:20]=1)[S:7]([C:10]1[CH:15]=[C:14]([F:16])[C:13](F)=[CH:12][C:11]=1[F:18])(=[O:9])=[O:8].[C:30]1([C@H:36]2[CH2:41][CH2:40][CH2:39][CH2:38][C@@H:37]2[OH:42])[CH:35]=[CH:34][CH:33]=[CH:32][CH:31]=1.[H-].[Na+].O. The catalyst is CS(C)=O. The product is [CH3:1][O:2][C:3]1[CH:27]=[C:26]([O:28][CH3:29])[CH:25]=[CH:24][C:4]=1[CH2:5][N:6]([C:19]1[S:23][N:22]=[CH:21][N:20]=1)[S:7]([C:10]1[CH:15]=[C:14]([F:16])[C:13]([O:42][C@H:37]2[CH2:38][CH2:39][CH2:40][CH2:41][C@@H:36]2[C:30]2[CH:31]=[CH:32][CH:33]=[CH:34][CH:35]=2)=[CH:12][C:11]=1[F:18])(=[O:8])=[O:9]. (6) The reactants are [CH3:1][N:2](C=O)C.CI.CN(C)[CH2:10][C:11]1[C:19]2[C:14](=[CH:15][C:16]([N+:20]([O-:22])=[O:21])=[CH:17][CH:18]=2)[NH:13][CH:12]=1.[C-]#N.[K+]. The catalyst is O.C1COCC1. The product is [N+:20]([C:16]1[CH:15]=[C:14]2[C:19]([C:11]([CH2:10][C:1]#[N:2])=[CH:12][NH:13]2)=[CH:18][CH:17]=1)([O-:22])=[O:21]. The yield is 0.360. (7) The reactants are [Cl:1][C:2]1[CH:3]=[C:4]([CH:7]=[C:8]([Cl:26])[C:9]=1[O:10][C:11]1[CH:16]=[CH:15][C:14]([OH:17])=[C:13]([CH2:18][C:19]2[CH:24]=[CH:23][C:22]([F:25])=[CH:21][CH:20]=2)[CH:12]=1)[CH2:5]Br.[CH2:27]([O:29][P:30]([O:34]CC)[O:31][CH2:32][CH3:33])[CH3:28]. The catalyst is C1(C)C=CC=CC=1. The product is [Cl:1][C:2]1[CH:3]=[C:4]([CH:7]=[C:8]([Cl:26])[C:9]=1[O:10][C:11]1[CH:16]=[CH:15][C:14]([OH:17])=[C:13]([CH2:18][C:19]2[CH:24]=[CH:23][C:22]([F:25])=[CH:21][CH:20]=2)[CH:12]=1)[CH2:5][P:30](=[O:34])([O:31][CH2:32][CH3:33])[O:29][CH2:27][CH3:28]. The yield is 0.680.